This data is from Full USPTO retrosynthesis dataset with 1.9M reactions from patents (1976-2016). The task is: Predict the reactants needed to synthesize the given product. (1) The reactants are: Cl.Cl.[N:3]1[CH:8]=[CH:7][CH:6]=[N:5][C:4]=1[N:9]1[CH2:14][CH2:13][NH:12][CH2:11][CH2:10]1.Cl[C:16]1[N:17]=[C:18]([N:27]2[CH2:32][CH2:31][O:30][CH2:29][CH2:28]2)[C:19]2[S:24][C:23]([CH:25]=O)=[CH:22][C:20]=2[N:21]=1.C([N:35]([CH2:38][CH3:39])[CH2:36][CH3:37])C.C(O[BH-](O[C:50](=O)[CH3:51])OC(=O)C)(=O)C.[Na+].Cl[CH2:55][CH2:56]Cl. Given the product [NH:35]1[C:36]2[C:37](=[C:55]([C:16]3[N:17]=[C:18]([N:27]4[CH2:32][CH2:31][O:30][CH2:29][CH2:28]4)[C:19]4[S:24][C:23]([CH2:25][N:12]5[CH2:13][CH2:14][N:9]([C:4]6[N:5]=[CH:6][CH:7]=[CH:8][N:3]=6)[CH2:10][CH2:11]5)=[CH:22][C:20]=4[N:21]=3)[CH:56]=[CH:50][CH:51]=2)[CH:39]=[CH:38]1, predict the reactants needed to synthesize it. (2) Given the product [F:11][C:8]([F:9])([F:10])[C:5]1[CH:6]=[CH:7][C:2]([O:1][CH2:29][C:28]2[C:27]([F:26])=[CH:34][C:33]([F:35])=[CH:32][C:31]=2[F:36])=[C:3]([C:12]2[CH2:16][CH2:15][CH2:14][C:13]=2[C:17]2[N:22]=[C:21]([C:23]([OH:25])=[O:24])[CH:20]=[N:19][CH:18]=2)[CH:4]=1, predict the reactants needed to synthesize it. The reactants are: [OH:1][C:2]1[CH:7]=[CH:6][C:5]([C:8]([F:11])([F:10])[F:9])=[CH:4][C:3]=1[C:12]1[CH2:16][CH2:15][CH2:14][C:13]=1[C:17]1[N:22]=[C:21]([C:23]([OH:25])=[O:24])[CH:20]=[N:19][CH:18]=1.[F:26][C:27]1[CH:34]=[C:33]([F:35])[CH:32]=[C:31]([F:36])[C:28]=1[CH2:29]Br.C(=O)([O-])[O-].[K+].[K+].[I-].[K+]. (3) Given the product [CH:3]([C:13]1([C:16]([O:18][C:19]([CH3:20])([CH3:21])[CH3:22])=[O:17])[CH2:14][CH2:15][C:11]([O:23][CH3:24])([O:10][CH3:9])[CH2:12]1)([CH3:4])[CH3:2], predict the reactants needed to synthesize it. The reactants are: [Li+].[CH3:2][CH:3]([N-]C(C)C)[CH3:4].[CH3:9][O:10][C:11]1([O:23][CH3:24])[CH2:15][CH2:14][CH:13]([C:16]([O:18][C:19]([CH3:22])([CH3:21])[CH3:20])=[O:17])[CH2:12]1.IC(C)C. (4) Given the product [F:9][C:3]1[CH:4]=[CH:5][CH:6]=[C:7]([F:8])[C:2]=1[C:14]1[CH:15]=[CH:16][C:11]([F:10])=[C:12]([CH:20]=[O:21])[CH:13]=1, predict the reactants needed to synthesize it. The reactants are: Br[C:2]1[C:7]([F:8])=[CH:6][CH:5]=[CH:4][C:3]=1[F:9].[F:10][C:11]1[CH:16]=[CH:15][C:14](B(O)O)=[CH:13][C:12]=1[CH:20]=[O:21].C([O-])([O-])=O.[Na+].[Na+].O. (5) The reactants are: [Cl:1][C:2]1[CH:7]=[CH:6][C:5]([C:8]2[C:13]([C:14](O)=[O:15])=[CH:12][N:11]=[C:10]([CH3:17])[CH:9]=2)=[C:4]([F:18])[CH:3]=1.C(Cl)(=O)C(Cl)=O.Cl.CN.[CH2:28]([N:30](CC)CC)C. Given the product [Cl:1][C:2]1[CH:7]=[CH:6][C:5]([C:8]2[C:13]([C:14]([NH:30][CH3:28])=[O:15])=[CH:12][N:11]=[C:10]([CH3:17])[CH:9]=2)=[C:4]([F:18])[CH:3]=1, predict the reactants needed to synthesize it.